This data is from Forward reaction prediction with 1.9M reactions from USPTO patents (1976-2016). The task is: Predict the product of the given reaction. (1) The product is: [O:18]1[CH2:19][CH2:20][N:15]([C:2]2[CH:11]=[N:10][C:9]3[C:4](=[CH:5][CH:6]=[C:7]([N+:12]([O-:14])=[O:13])[CH:8]=3)[N:3]=2)[CH2:16][CH2:17]1. Given the reactants Cl[C:2]1[CH:11]=[N:10][C:9]2[C:4](=[CH:5][CH:6]=[C:7]([N+:12]([O-:14])=[O:13])[CH:8]=2)[N:3]=1.[NH:15]1[CH2:20][CH2:19][O:18][CH2:17][CH2:16]1, predict the reaction product. (2) Given the reactants F[B-](F)(F)F.F[B-](F)(F)F.[Cl:11][CH2:12][N+:13]12[CH2:20][CH2:19][N+:16]([F:21])([CH2:17][CH2:18]1)[CH2:15][CH2:14]2.[F:22][P-:23]([F:28])([F:27])([F:26])([F:25])[F:24].[NH4+], predict the reaction product. The product is: [F:22][P-:23]([F:28])([F:27])([F:26])([F:25])[F:24].[F:22][P-:23]([F:28])([F:27])([F:26])([F:25])[F:24].[Cl:11][CH2:12][N+:13]12[CH2:20][CH2:19][N+:16]([F:21])([CH2:17][CH2:18]1)[CH2:15][CH2:14]2. (3) Given the reactants [OH-].[Na+].C1COCC1.[Cl:8][C:9]1[CH:10]=[C:11]([CH:33]=[C:34]([F:36])[CH:35]=1)[CH2:12][C:13]1[S:14][C:15]2[C:21]([C:22]3[CH:23]=[C:24]([C:28]([O:30]CC)=[O:29])[CH:25]=[N:26][CH:27]=3)=[CH:20][CH:19]=[CH:18][C:16]=2[CH:17]=1.Cl, predict the reaction product. The product is: [Cl:8][C:9]1[CH:10]=[C:11]([CH:33]=[C:34]([F:36])[CH:35]=1)[CH2:12][C:13]1[S:14][C:15]2[C:21]([C:22]3[CH:23]=[C:24]([C:28]([OH:30])=[O:29])[CH:25]=[N:26][CH:27]=3)=[CH:20][CH:19]=[CH:18][C:16]=2[CH:17]=1. (4) Given the reactants [CH3:1][N:2]1[C:7](=[O:8])[C:6]2[CH:9]=[N:10][C:11]3[N:15]([CH2:16][O:17][CH2:18][CH2:19][Si:20]([CH3:23])([CH3:22])[CH3:21])[CH:14]=[CH:13][C:12]=3[C:5]=2[N:4]([C@H:24]2[CH2:29][CH2:28][C@H:27]([CH2:30][NH:31][CH3:32])[CH2:26][CH2:25]2)[CH2:3]1.C(N(CC)C(C)C)(C)C.[CH3:42][S:43](Cl)(=[O:45])=[O:44].[Cl-].[NH4+], predict the reaction product. The product is: [CH3:32][N:31]([CH2:30][C@H:27]1[CH2:28][CH2:29][C@H:24]([N:4]2[C:5]3[C:12]4[CH:13]=[CH:14][N:15]([CH2:16][O:17][CH2:18][CH2:19][Si:20]([CH3:23])([CH3:21])[CH3:22])[C:11]=4[N:10]=[CH:9][C:6]=3[C:7](=[O:8])[N:2]([CH3:1])[CH2:3]2)[CH2:25][CH2:26]1)[S:43]([CH3:42])(=[O:45])=[O:44]. (5) Given the reactants [F:1][C:2]1[C:7]([CH2:8][CH2:9][OH:10])=[CH:6][C:5]([C:11]2[S:12][CH:13]=[C:14]([CH3:16])[CH:15]=2)=[CH:4][N:3]=1.Cl[C:18]1[C:27]2[C:22](=[CH:23][C:24]([O:28][CH3:29])=[CH:25][CH:26]=2)[N:21]=[CH:20][CH:19]=1.C(P(C(C)(C)C)C1C=CC2C(=CC=CC=2)C=1C1C2C(=CC=CC=2)C=CC=1)(C)(C)C.C(=O)([O-])[O-].[Cs+].[Cs+], predict the reaction product. The product is: [F:1][C:2]1[C:7]([CH2:8][CH2:9][O:10][C:18]2[C:27]3[C:22](=[CH:23][C:24]([O:28][CH3:29])=[CH:25][CH:26]=3)[N:21]=[CH:20][CH:19]=2)=[CH:6][C:5]([C:11]2[S:12][CH:13]=[C:14]([CH3:16])[CH:15]=2)=[CH:4][N:3]=1.